Dataset: Catalyst prediction with 721,799 reactions and 888 catalyst types from USPTO. Task: Predict which catalyst facilitates the given reaction. (1) The catalyst class is: 4. Product: [CH3:44][S:45]([O:28][CH2:27][C@H:26]([N:22]1[CH:23]=[CH:24][CH:25]=[C:20]([C:18](=[O:19])[NH:17][C:14]2[CH:15]=[CH:16][C:11]([C:10]3[C:3]4[C:2]([Cl:1])=[N:7][CH:6]=[N:5][C:4]=4[N:8]([CH3:36])[CH:9]=3)=[CH:12][CH:13]=2)[C:21]1=[O:35])[C:29]1[CH:34]=[CH:33][CH:32]=[CH:31][CH:30]=1)(=[O:47])=[O:46]. Reactant: [Cl:1][C:2]1[C:3]2[C:10]([C:11]3[CH:16]=[CH:15][C:14]([NH:17][C:18]([C:20]4[C:21](=[O:35])[N:22]([C@H:26]([C:29]5[CH:34]=[CH:33][CH:32]=[CH:31][CH:30]=5)[CH2:27][OH:28])[CH:23]=[CH:24][CH:25]=4)=[O:19])=[CH:13][CH:12]=3)=[CH:9][N:8]([CH3:36])[C:4]=2[N:5]=[CH:6][N:7]=1.C(N(CC)CC)C.[CH3:44][S:45](Cl)(=[O:47])=[O:46]. (2) Reactant: [C:1]([N:8]1[CH2:13][CH2:12][O:11][CH2:10][CH:9]1[CH2:14][C:15]([OH:17])=O)([O:3][C:4]([CH3:7])([CH3:6])[CH3:5])=[O:2].[CH2:18]([N:25]1[CH2:31][CH2:30][CH2:29][NH:28][CH2:27][CH2:26]1)[C:19]1[CH:24]=[CH:23][CH:22]=[CH:21][CH:20]=1.CCN(C(C)C)C(C)C.CN(C(ON1N=NC2C=CC=CC1=2)=[N+](C)C)C.F[P-](F)(F)(F)(F)F. Product: [CH2:18]([N:25]1[CH2:31][CH2:30][CH2:29][N:28]([C:15](=[O:17])[CH2:14][CH:9]2[CH2:10][O:11][CH2:12][CH2:13][N:8]2[C:1]([O:3][C:4]([CH3:5])([CH3:6])[CH3:7])=[O:2])[CH2:27][CH2:26]1)[C:19]1[CH:20]=[CH:21][CH:22]=[CH:23][CH:24]=1. The catalyst class is: 3.